From a dataset of Forward reaction prediction with 1.9M reactions from USPTO patents (1976-2016). Predict the product of the given reaction. (1) Given the reactants [N:1]1[C:10]2[C:5](=[CH:6][CH:7]=[CH:8][CH:9]=2)[CH:4]=[CH:3][C:2]=1[OH:11].[F:12][C:13]([F:26])([F:25])[S:14](O[S:14]([C:13]([F:26])([F:25])[F:12])(=[O:16])=[O:15])(=[O:16])=[O:15], predict the reaction product. The product is: [F:12][C:13]([F:26])([F:25])[S:14]([O:11][C:2]1[CH:3]=[CH:4][C:5]2[C:10](=[CH:9][CH:8]=[CH:7][CH:6]=2)[N:1]=1)(=[O:16])=[O:15]. (2) Given the reactants Cl[C:2]1[N:3]=[C:4]([N:21]2[CH2:26][CH2:25][O:24][CH2:23][CH2:22]2)[C:5]2[S:10][C:9]([CH2:11][N:12]3[CH2:17][CH2:16][CH:15]([N:18]([CH3:20])[CH3:19])[CH2:14][CH2:13]3)=[CH:8][C:6]=2[N:7]=1.[N:27]1[C:31]2[CH:32]=[CH:33][CH:34]=[CH:35][C:30]=2[NH:29][CH:28]=1.Cl, predict the reaction product. The product is: [N:27]1([C:2]2[N:3]=[C:4]([N:21]3[CH2:22][CH2:23][O:24][CH2:25][CH2:26]3)[C:5]3[S:10][C:9]([CH2:11][N:12]4[CH2:13][CH2:14][CH:15]([N:18]([CH3:20])[CH3:19])[CH2:16][CH2:17]4)=[CH:8][C:6]=3[N:7]=2)[C:31]2[CH:32]=[CH:33][CH:34]=[CH:35][C:30]=2[N:29]=[CH:28]1. (3) Given the reactants [CH2:1]1[O:24][C:4]2([CH2:21][CH2:20][C@@:19]3([CH3:22])[C:6](=[CH:7][CH2:8][C@@H:9]4[C@@H:18]3[CH2:17][CH2:16][C@@:14]3([CH3:15])[C@H:10]4[CH2:11][CH2:12][C:13]3=[O:23])[CH2:5]2)[O:3][CH2:2]1.C[Si]([N-][Si](C)(C)C)(C)C.[Li+].Cl[Si](C)(C)C.CCOCC, predict the reaction product. The product is: [CH2:2]1[O:3][C:4]2([CH2:21][CH2:20][C@@:19]3([CH3:22])[C:6](=[CH:7][CH2:8][C@@H:9]4[C@@H:18]3[CH2:17][CH2:16][C@@:14]3([CH3:15])[C@H:10]4[CH:11]=[CH:12][C:13]3=[O:23])[CH2:5]2)[O:24][CH2:1]1. (4) Given the reactants [C:1]([O:5][C:6]([N:8]1[CH2:15][CH2:14][CH2:13][C@@:9]1([CH3:16])[C:10](O)=O)=[O:7])([CH3:4])([CH3:3])[CH3:2].C(Cl)(=O)OCC(C)C.[NH2:25][C:26]1[CH:30]=[C:29]([Br:31])[S:28][C:27]=1[C:32]([NH2:34])=[O:33].C(=O)([O-])O.[Na+], predict the reaction product. The product is: [Br:31][C:29]1[S:28][C:27]2[C:32](=[O:33])[NH:34][C:10]([C:9]3([CH3:16])[CH2:13][CH2:14][CH2:15][N:8]3[C:6]([O:5][C:1]([CH3:4])([CH3:3])[CH3:2])=[O:7])=[N:25][C:26]=2[CH:30]=1. (5) Given the reactants Cl.Cl.Cl.[O:4]1[C:8]2=[C:9]([N:13]3[CH2:18][CH2:17][N:16]([CH2:19][CH2:20][C@H:21]4[CH2:26][CH2:25][C@H:24]([NH2:27])[CH2:23][CH2:22]4)[CH2:15][CH2:14]3)[N:10]=[CH:11][CH:12]=[C:7]2[CH2:6][CH2:5]1.[Cl:28][C:29]1[CH:37]=[CH:36][C:32]([C:33](O)=[O:34])=[CH:31][CH:30]=1, predict the reaction product. The product is: [Cl:28][C:29]1[CH:37]=[CH:36][C:32]([C:33]([NH:27][C@H:24]2[CH2:25][CH2:26][C@H:21]([CH2:20][CH2:19][N:16]3[CH2:17][CH2:18][N:13]([C:9]4[N:10]=[CH:11][CH:12]=[C:7]5[CH2:6][CH2:5][O:4][C:8]=45)[CH2:14][CH2:15]3)[CH2:22][CH2:23]2)=[O:34])=[CH:31][CH:30]=1. (6) Given the reactants [CH2:1]([O:8][N:9]1[C:14]2[N:15]=[CH:16][N:17]=[CH:18][C:13]=2[C:12](O)=[CH:11][C:10]1=[O:20])[C:2]1[CH:7]=[CH:6][CH:5]=[CH:4][CH:3]=1.C(N(CC)CC)C.[CH3:28][NH:29][CH2:30][C:31]1[CH:36]=[CH:35][CH:34]=[CH:33][CH:32]=1, predict the reaction product. The product is: [CH2:30]([N:29]([CH3:28])[C:12]1[C:13]2[CH:18]=[N:17][CH:16]=[N:15][C:14]=2[N:9]([O:8][CH2:1][C:2]2[CH:7]=[CH:6][CH:5]=[CH:4][CH:3]=2)[C:10](=[O:20])[CH:11]=1)[C:31]1[CH:36]=[CH:35][CH:34]=[CH:33][CH:32]=1.